This data is from Catalyst prediction with 721,799 reactions and 888 catalyst types from USPTO. The task is: Predict which catalyst facilitates the given reaction. (1) Reactant: [CH3:1][Si:2]([CH3:13])([CH3:12])[CH2:3][CH2:4][C:5]1[CH:10]=[CH:9][CH:8]=[CH:7][C:6]=1[NH2:11].[Br:14][C:15]1[CH:23]=[CH:22][CH:21]=[CH:20][C:16]=1[C:17](Cl)=[O:18].C(=O)([O-])[O-].[K+].[K+].O. Product: [Br:14][C:15]1[CH:23]=[CH:22][CH:21]=[CH:20][C:16]=1[C:17]([NH:11][C:6]1[CH:7]=[CH:8][CH:9]=[CH:10][C:5]=1[CH2:4][CH2:3][Si:2]([CH3:12])([CH3:1])[CH3:13])=[O:18]. The catalyst class is: 10. (2) Reactant: [OH:1][C:2]1[CH:3]=[C:4]2[C:8](=[CH:9][CH:10]=1)[C:7](=[O:11])[N:6]([C:12]1[CH:17]=[CH:16][C:15]([OH:18])=[CH:14][CH:13]=1)[C:5]2=[O:19].C(=O)([O-])[O-].[K+].[K+].[CH2:26](Br)[C:27]1[CH:32]=[CH:31][CH:30]=[CH:29][CH:28]=1.O. Product: [CH2:26]([O:1][C:2]1[CH:3]=[C:4]2[C:8](=[CH:9][CH:10]=1)[C:7](=[O:11])[N:6]([C:12]1[CH:17]=[CH:16][C:15]([O:18][CH2:5][C:4]3[CH:8]=[CH:9][CH:10]=[CH:2][CH:3]=3)=[CH:14][CH:13]=1)[C:5]2=[O:19])[C:27]1[CH:32]=[CH:31][CH:30]=[CH:29][CH:28]=1. The catalyst class is: 3. (3) Reactant: FC(F)(F)S([O-])(=O)=O.[CH3:9][N+:10]1[C:23]2[C:18](=[CH:19][CH:20]=[CH:21][CH:22]=2)[C:17]([C:24]([O:26][CH3:27])=[O:25])=[C:16]2[C:11]=1[CH:12]=[CH:13][CH:14]=[CH:15]2. Product: [CH3:9][N:10]1[C:23]2[C:18](=[CH:19][CH:20]=[CH:21][CH:22]=2)[CH:17]([C:24]([O:26][CH3:27])=[O:25])[C:16]2[CH:15]=[CH:14][CH:13]=[CH:12][C:11]1=2. The catalyst class is: 5. (4) Reactant: [CH3:1][O:2][C@H:3]1[CH2:8][CH2:7][CH2:6][C@H:5]([O:9][C:10]2[C:15]([NH:16][C:17]3[C:18]4[C:25]([CH3:26])=[C:24]([C:27](O)=[O:28])[S:23][C:19]=4[N:20]=[CH:21][N:22]=3)=[CH:14][CH:13]=[CH:12][N:11]=2)[CH2:4]1.N.C[N:32](C(ON1N=NC2C=CC=CC1=2)=[N+](C)C)C.[B-](F)(F)(F)F. Product: [CH3:1][O:2][C@H:3]1[CH2:8][CH2:7][CH2:6][C@H:5]([O:9][C:10]2[C:15]([NH:16][C:17]3[C:18]4[C:25]([CH3:26])=[C:24]([C:27]([NH2:32])=[O:28])[S:23][C:19]=4[N:20]=[CH:21][N:22]=3)=[CH:14][CH:13]=[CH:12][N:11]=2)[CH2:4]1. The catalyst class is: 3. (5) Reactant: [NH2:1][C:2]1[C:6]2[CH:7]=[C:8]([Cl:11])[CH:9]=[CH:10][C:5]=2[O:4][C:3]=1[C:12]([NH2:14])=[O:13].[F:15][C:16]([F:23])([F:22])[C:17](OCC)=O.[O-]CC.[Na+]. Product: [Cl:11][C:8]1[CH:9]=[CH:10][C:5]2[O:4][C:3]3[C:12](=[O:13])[NH:14][C:17]([C:16]([F:23])([F:22])[F:15])=[N:1][C:2]=3[C:6]=2[CH:7]=1. The catalyst class is: 8. (6) Reactant: [Cl:1][C:2]1[C:3]([O:19][CH3:20])=[C:4]([N:8]2[C:12]([C:13]#[N:14])=[CH:11][C:10]([C:15]([F:18])([F:17])[F:16])=[N:9]2)[CH:5]=[CH:6][CH:7]=1.CCOCC.Cl.C(Cl)(Cl)Cl.CO. Product: [ClH:1].[Cl:1][C:2]1[C:3]([O:19][CH3:20])=[C:4]([N:8]2[C:12]([CH2:13][NH2:14])=[CH:11][C:10]([C:15]([F:17])([F:18])[F:16])=[N:9]2)[CH:5]=[CH:6][CH:7]=1. The catalyst class is: 1. (7) Reactant: [C:1]1([C@@H:7]([N:9]2[CH2:13][CH2:12][C@H:11]([CH2:14][C:15]([O:17]C)=O)[CH2:10]2)[CH3:8])[CH:6]=[CH:5][CH:4]=[CH:3][CH:2]=1.I[CH2:20][Cl:21].C([N-]C(C)C)(C)C.[Li+].[NH4+].[Cl-]. Product: [Cl-:21].[O:17]=[C:15]1[CH2:14][C@@H:11]2[CH2:10][N+:9]([C@H:7]([C:1]3[CH:2]=[CH:3][CH:4]=[CH:5][CH:6]=3)[CH3:8])([CH2:13][CH2:12]2)[CH2:20]1. The catalyst class is: 1. (8) Reactant: [O:1]=[C:2]1[C:10]2[C:5](=[C:6]([N:11]3[CH2:16][CH2:15][CH2:14][C@H:13]([C:17](O)=[O:18])[CH2:12]3)[CH:7]=[CH:8][CH:9]=2)[C:4](=[O:20])[N:3]1[CH2:21][C:22]1[CH:27]=[CH:26][N:25]=[CH:24][CH:23]=1.[CH3:28][O:29][C:30]1[CH:37]=[CH:36][CH:35]=[CH:34][C:31]=1[CH2:32][NH2:33].F[P-](F)(F)(F)(F)F.N1(O[P+](N(C)C)(N(C)C)N(C)C)C2C=CC=CC=2N=N1. Product: [CH3:28][O:29][C:30]1[CH:37]=[CH:36][CH:35]=[CH:34][C:31]=1[CH2:32][NH:33][C:17]([C@H:13]1[CH2:14][CH2:15][CH2:16][N:11]([C:6]2[CH:7]=[CH:8][CH:9]=[C:10]3[C:5]=2[C:4](=[O:20])[N:3]([CH2:21][C:22]2[CH:23]=[CH:24][N:25]=[CH:26][CH:27]=2)[C:2]3=[O:1])[CH2:12]1)=[O:18]. The catalyst class is: 76. (9) Reactant: [N+:1]([C:4]1[CH:9]=[CH:8][C:7]([OH:10])=[CH:6][CH:5]=1)([O-:3])=[O:2].C(=O)([O-])[O-].[K+].[K+].CC(C)=O.Br[CH2:22][C:23]([O:25][CH2:26][CH3:27])=[O:24]. Product: [CH2:26]([O:25][C:23](=[O:24])[CH2:22][O:10][C:7]1[CH:8]=[CH:9][C:4]([N+:1]([O-:3])=[O:2])=[CH:5][CH:6]=1)[CH3:27]. The catalyst class is: 28. (10) Reactant: [N:1]([C:4]1[CH:11]=[CH:10][C:7]([C:8]#[N:9])=[C:6]([C:12]([F:15])([F:14])[F:13])[CH:5]=1)=[C:2]=[S:3].[CH3:16][NH:17][C:18]([C:20]1[CH:25]=[CH:24][C:23]([NH:26][CH2:27][CH2:28][C:29]([O:31][CH2:32][CH3:33])=[O:30])=[CH:22][C:21]=1[F:34])=[O:19]. Product: [CH3:16][NH:17][C:18]([C:20]1[CH:25]=[CH:24][C:23]([N:26]([C:2](=[S:3])[NH:1][C:4]2[CH:11]=[CH:10][C:7]([C:8]#[N:9])=[C:6]([C:12]([F:13])([F:15])[F:14])[CH:5]=2)[CH2:27][CH2:28][C:29]([O:31][CH2:32][CH3:33])=[O:30])=[CH:22][C:21]=1[F:34])=[O:19]. The catalyst class is: 3.